This data is from NCI-60 drug combinations with 297,098 pairs across 59 cell lines. The task is: Regression. Given two drug SMILES strings and cell line genomic features, predict the synergy score measuring deviation from expected non-interaction effect. (1) Drug 1: CC1C(C(CC(O1)OC2CC(CC3=C2C(=C4C(=C3O)C(=O)C5=C(C4=O)C(=CC=C5)OC)O)(C(=O)CO)O)N)O. Drug 2: C1CC(CNC1)C2=CC=C(C=C2)N3C=C4C=CC=C(C4=N3)C(=O)N. Cell line: T-47D. Synergy scores: CSS=61.8, Synergy_ZIP=5.11, Synergy_Bliss=7.00, Synergy_Loewe=-22.2, Synergy_HSA=13.8. (2) Drug 1: C1=C(C(=O)NC(=O)N1)F. Drug 2: CC1CCC2CC(C(=CC=CC=CC(CC(C(=O)C(C(C(=CC(C(=O)CC(OC(=O)C3CCCCN3C(=O)C(=O)C1(O2)O)C(C)CC4CCC(C(C4)OC)O)C)C)O)OC)C)C)C)OC. Cell line: SF-295. Synergy scores: CSS=39.7, Synergy_ZIP=-17.0, Synergy_Bliss=-13.8, Synergy_Loewe=-5.76, Synergy_HSA=-4.10. (3) Drug 1: C1=C(C(=O)NC(=O)N1)N(CCCl)CCCl. Drug 2: C#CCC(CC1=CN=C2C(=N1)C(=NC(=N2)N)N)C3=CC=C(C=C3)C(=O)NC(CCC(=O)O)C(=O)O. Cell line: OVCAR-8. Synergy scores: CSS=21.8, Synergy_ZIP=-2.63, Synergy_Bliss=-2.66, Synergy_Loewe=-2.65, Synergy_HSA=-2.90. (4) Synergy scores: CSS=33.9, Synergy_ZIP=-2.57, Synergy_Bliss=5.79, Synergy_Loewe=3.52, Synergy_HSA=3.76. Drug 1: CC(CN1CC(=O)NC(=O)C1)N2CC(=O)NC(=O)C2. Cell line: HT29. Drug 2: CC(C)CN1C=NC2=C1C3=CC=CC=C3N=C2N. (5) Cell line: CAKI-1. Drug 2: CC(C)CN1C=NC2=C1C3=CC=CC=C3N=C2N. Synergy scores: CSS=-7.67, Synergy_ZIP=-2.27, Synergy_Bliss=-11.3, Synergy_Loewe=-14.2, Synergy_HSA=-12.4. Drug 1: CNC(=O)C1=CC=CC=C1SC2=CC3=C(C=C2)C(=NN3)C=CC4=CC=CC=N4.